Dataset: Full USPTO retrosynthesis dataset with 1.9M reactions from patents (1976-2016). Task: Predict the reactants needed to synthesize the given product. (1) Given the product [Br:13][CH2:10][C:3]1[C:4]2[CH:9]=[CH:8][CH:7]=[CH:6][C:5]=2[O:1][CH:2]=1, predict the reactants needed to synthesize it. The reactants are: [O:1]1[C:5]2[CH:6]=[CH:7][CH:8]=[CH:9][C:4]=2[C:3]([CH2:10]O)=[CH:2]1.P(Br)(Br)[Br:13]. (2) Given the product [CH:1]([C:4]1[N:5]=[C:6]([C:9]2[CH:18]=[C:17]([O:19][CH2:20][CH2:21][C@@H:22]3[NH:36][C:35](=[O:37])[N:34]([CH3:38])[CH2:33][CH2:32][CH2:31][CH2:30][CH:29]=[CH:28][C@H:27]4[C@@:25]([C:39]([OH:41])=[O:40])([CH2:26]4)[NH:24][C:23]3=[O:44])[C:16]3[C:11](=[C:12]([Cl:47])[C:13]([O:45][CH3:46])=[CH:14][CH:15]=3)[N:10]=2)[S:7][CH:8]=1)([CH3:3])[CH3:2], predict the reactants needed to synthesize it. The reactants are: [CH:1]([C:4]1[N:5]=[C:6]([C:9]2[CH:18]=[C:17]([O:19][CH2:20][CH2:21][C@@H:22]3[NH:36][C:35](=[O:37])[N:34]([CH3:38])[CH2:33][CH2:32][CH2:31][CH2:30][CH:29]=[CH:28][C@H:27]4[C@@:25]([C:39]([O:41]CC)=[O:40])([CH2:26]4)[NH:24][C:23]3=[O:44])[C:16]3[C:11](=[C:12]([Cl:47])[C:13]([O:45][CH3:46])=[CH:14][CH:15]=3)[N:10]=2)[S:7][CH:8]=1)([CH3:3])[CH3:2].C(C1N=C(C2C=C(OCC[C@@H]3NC(=O)N(C)CCCCC=C[C@H]4[C@@](C(O)=O)(C4)NC3=O)C3C(=C(C)C(OC)=CC=3)N=2)SC=1)(C)C. (3) Given the product [CH3:33][N:21]1[C:20]2[C:28](=[CH:29][CH:30]=[C:18]3[CH:17]=[N:16][C:15](/[CH:14]=[CH:13]/[C:9]4[CH:10]=[CH:11][CH:12]=[C:7]([N:1]5[CH2:6][CH2:5][O:4][CH2:3][CH2:2]5)[CH:8]=4)=[CH:32][C:19]3=2)[C:27]2[C:26](=[O:31])[NH:25][CH2:24][CH2:23][C:22]1=2, predict the reactants needed to synthesize it. The reactants are: [N:1]1([C:7]2[CH:8]=[C:9](/[CH:13]=[CH:14]/[C:15]3[N:16]=[CH:17][C:18]4[C:19]([CH:32]=3)=[C:20]3[C:28](=[CH:29][CH:30]=4)[C:27]4[C:26](=[O:31])[NH:25][CH2:24][CH2:23][C:22]=4[NH:21]3)[CH:10]=[CH:11][CH:12]=2)[CH2:6][CH2:5][O:4][CH2:3][CH2:2]1.[CH3:33]N(C=O)C. (4) Given the product [CH:16]1([N:20]([C:33]([C@H:35]2[CH2:36][CH2:37][C@H:38]([CH3:41])[CH2:39][CH2:40]2)=[O:34])[C:21]2[CH:22]=[C:23]([C:2]3[CH:7]=[CH:6][C:5]([NH:8][C:9]([C:11]4[N:12]=[CH:13][S:14][CH:15]=4)=[O:10])=[CH:4][CH:3]=3)[S:24][C:25]=2[C:26]([O:28][CH3:29])=[O:27])[CH2:19][CH2:18][CH2:17]1, predict the reactants needed to synthesize it. The reactants are: I[C:2]1[CH:7]=[CH:6][C:5]([NH:8][C:9]([C:11]2[N:12]=[CH:13][S:14][CH:15]=2)=[O:10])=[CH:4][CH:3]=1.[CH:16]1([N:20]([C:33]([C@H:35]2[CH2:40][CH2:39][C@H:38]([CH3:41])[CH2:37][CH2:36]2)=[O:34])[C:21]2[CH:22]=[C:23](B(O)O)[S:24][C:25]=2[C:26]([O:28][CH3:29])=[O:27])[CH2:19][CH2:18][CH2:17]1.C(=O)([O-])[O-].[Na+].[Na+]. (5) Given the product [OH:16][C@H:15]([CH2:17][N:30]([CH3:31])[CH3:29])[CH2:14][O:13][C:12]1[CH:11]=[C:10]2[C:5]([C:6]([O:18][C:19]3[CH:20]=[C:21]4[C:25](=[CH:26][CH:27]=3)[NH:24][CH:23]=[C:22]4[CH3:28])=[N:7][CH:8]=[N:9]2)=[CH:4][C:3]=1[O:2][CH3:1], predict the reactants needed to synthesize it. The reactants are: [CH3:1][O:2][C:3]1[CH:4]=[C:5]2[C:10](=[CH:11][C:12]=1[O:13][CH2:14][C@H:15]1[CH2:17][O:16]1)[N:9]=[CH:8][N:7]=[C:6]2[O:18][C:19]1[CH:20]=[C:21]2[C:25](=[CH:26][CH:27]=1)[NH:24][CH:23]=[C:22]2[CH3:28].[CH3:29][NH:30][CH3:31].C(O)C. (6) Given the product [OH:25][C:21]1[C:20]([O:40][CH3:41])=[C:19]([C:17](=[O:18])[CH2:16][NH:15][C:3]([CH3:2])([CH3:14])[CH2:4][C:5]2[C:10]([CH3:11])=[CH:9][C:8]([CH3:12])=[CH:7][C:6]=2[CH3:13])[CH:39]=[CH:38][C:22]=1[OH:23], predict the reactants needed to synthesize it. The reactants are: Cl.[CH3:2][C:3]([NH:15][CH2:16][C:17]([C:19]1[CH:39]=[CH:38][C:22]2[O:23]C(C3C=CC=CC=3)(C3C=CC=CC=3)[O:25][C:21]=2[C:20]=1[O:40][CH3:41])=[O:18])([CH3:14])[CH2:4][C:5]1[C:10]([CH3:11])=[CH:9][C:8]([CH3:12])=[CH:7][C:6]=1[CH3:13]. (7) Given the product [Cl:1][C:2]1[CH:7]=[CH:6][CH:5]=[CH:4][C:3]=1[N:8]1[C:16]2[C:15](=[O:17])[N:14]([CH2:18][O:19][C:20](=[O:25])[C:21]([CH3:24])([CH3:23])[CH3:22])[C:13](=[O:26])[NH:12][C:11]=2[N:10]=[C:9]1[N:35]1[CH2:40][CH2:39][N:38]([C:41]([O:43][C:44]([CH3:47])([CH3:46])[CH3:45])=[O:42])[CH2:37][CH2:36]1, predict the reactants needed to synthesize it. The reactants are: [Cl:1][C:2]1[CH:7]=[CH:6][CH:5]=[CH:4][C:3]=1[N:8]1[C:16]2[C:15](=[O:17])[N:14]([CH2:18][O:19][C:20](=[O:25])[C:21]([CH3:24])([CH3:23])[CH3:22])[C:13](=[O:26])[N:12](COC(=O)C(C)(C)C)[C:11]=2[N:10]=[C:9]1[N:35]1[CH2:40][CH2:39][N:38]([C:41]([O:43][C:44]([CH3:47])([CH3:46])[CH3:45])=[O:42])[CH2:37][CH2:36]1.Cl.